Dataset: Catalyst prediction with 721,799 reactions and 888 catalyst types from USPTO. Task: Predict which catalyst facilitates the given reaction. (1) Reactant: [Cl:1][S:2]([N:5]=[C:6]=[O:7])(=[O:4])=[O:3].[CH2:8]([OH:15])[C:9]1[CH:14]=[CH:13][CH:12]=[CH:11][CH:10]=1. Product: [Cl:1][S:2]([NH:5][C:6](=[O:7])[O:15][CH2:8][C:9]1[CH:14]=[CH:13][CH:12]=[CH:11][CH:10]=1)(=[O:4])=[O:3]. The catalyst class is: 2. (2) Reactant: [NH2:1][C@H:2]1[CH2:6][CH2:5][N:4]([C:7]([O:9][C:10]([CH3:13])([CH3:12])[CH3:11])=[O:8])[CH2:3]1.[C:14](OC(=O)C)(=[O:16])[CH3:15].CN1CCOCC1. Product: [C:14]([NH:1][C@H:2]1[CH2:6][CH2:5][N:4]([C:7]([O:9][C:10]([CH3:13])([CH3:12])[CH3:11])=[O:8])[CH2:3]1)(=[O:16])[CH3:15]. The catalyst class is: 11. (3) Reactant: Cl[C:2]1[N:7]=[C:6]([Cl:8])[N:5]=[C:4]([O:9][CH3:10])[N:3]=1.CCN(C(C)C)C(C)C.[F:20][C:21]1[CH:26]=[CH:25][C:24]([CH2:27][CH2:28][NH2:29])=[CH:23][CH:22]=1. Product: [Cl:8][C:6]1[N:5]=[C:4]([O:9][CH3:10])[N:3]=[C:2]([NH:29][CH2:28][CH2:27][C:24]2[CH:25]=[CH:26][C:21]([F:20])=[CH:22][CH:23]=2)[N:7]=1. The catalyst class is: 10. (4) Reactant: [CH:1]1[N:6]=[C:5](Cl)[C:4]2[N:8]=[CH:9][N:10]([C@@H:11]3[O:15][C@H:14]([CH2:16][OH:17])[C@@H:13]([OH:18])[C@H:12]3[OH:19])[C:3]=2[N:2]=1.[CH3:20][O:21][CH2:22][CH2:23][NH2:24]. Product: [CH3:20][O:21][CH2:22][CH2:23][NH:24][C:5]1[C:4]2[N:8]=[CH:9][N:10]([C:3]=2[N:2]=[CH:1][N:6]=1)[C@@H:11]1[O:15][C@H:14]([CH2:16][OH:17])[C@@H:13]([OH:18])[C@H:12]1[OH:19]. The catalyst class is: 8. (5) Reactant: C(S)C.[Li].[C:5]([C:7]1[CH:8]=[C:9]([C:18]2[S:19][C:20]3[C:26]([O:27]C)=[CH:25][CH:24]=[CH:23][C:21]=3[N:22]=2)[CH:10]=[CH:11][C:12]=1[O:13][CH2:14][CH:15]([CH3:17])[CH3:16])#[N:6].Cl. Product: [C:5]([C:7]1[CH:8]=[C:9]([C:18]2[S:19][C:20]3[C:26]([OH:27])=[CH:25][CH:24]=[CH:23][C:21]=3[N:22]=2)[CH:10]=[CH:11][C:12]=1[O:13][CH2:14][CH:15]([CH3:17])[CH3:16])#[N:6]. The catalyst class is: 3. (6) Reactant: [Cl:1][C:2]1[CH:3]=[C:4]([CH:12]=[O:13])[C:5]2[O:10][CH2:9][CH2:8][O:7][C:6]=2[CH:11]=1.S(=O)(=O)(O)[OH:15].O. Product: [Cl:1][C:2]1[CH:3]=[C:4]([C:12]([OH:15])=[O:13])[C:5]2[O:10][CH2:9][CH2:8][O:7][C:6]=2[CH:11]=1. The catalyst class is: 21. (7) Reactant: [O:1]([C:8]1[CH:13]=[CH:12][C:11]([S:14][CH:15]2[CH:20]3[CH2:21][CH2:22][N:17]([CH2:18][CH2:19]3)[CH2:16]2)=[CH:10][CH:9]=1)[C:2]1[CH:7]=[CH:6][CH:5]=[CH:4][CH:3]=1.[ClH:23]. Product: [ClH:23].[O:1]([C:8]1[CH:9]=[CH:10][C:11]([S:14][CH:15]2[CH:20]3[CH2:21][CH2:22][N:17]([CH2:18][CH2:19]3)[CH2:16]2)=[CH:12][CH:13]=1)[C:2]1[CH:3]=[CH:4][CH:5]=[CH:6][CH:7]=1. The catalyst class is: 684. (8) Reactant: [C:1]([O:8][CH3:9])(=[O:7])[CH2:2][C:3]([O:5][CH3:6])=[O:4].[H-].[Na+].F[C:13]1[CH:18]=[CH:17][C:16]([C:19]2[CH:24]=[CH:23][CH:22]=[C:21]([NH:25][C:26](=[O:31])[C:27]([F:30])([F:29])[F:28])[CH:20]=2)=[CH:15][C:14]=1[N+:32]([O-:34])=[O:33]. Product: [N+:32]([C:14]1[CH:15]=[C:16]([C:19]2[CH:24]=[CH:23][CH:22]=[C:21]([NH:25][C:26](=[O:31])[C:27]([F:28])([F:29])[F:30])[CH:20]=2)[CH:17]=[CH:18][C:13]=1[CH:2]([C:1]([O:8][CH3:9])=[O:7])[C:3]([O:5][CH3:6])=[O:4])([O-:34])=[O:33]. The catalyst class is: 16. (9) Reactant: Br[CH2:2][CH2:3][CH2:4][C:5]([O:7][CH:8]([CH2:19][CH2:20][CH2:21][CH2:22][CH2:23][CH2:24][CH2:25][C:26]([OH:28])=[O:27])[CH2:9][CH2:10][CH2:11][CH2:12][CH2:13][CH2:14][CH2:15][C:16]([OH:18])=[O:17])=[O:6].C([O-])([O-])=O.[K+].[K+].C(O)(=O)C.[CH3:39][NH:40][CH3:41]. Product: [CH3:39][N:40]([CH3:41])[CH2:2][CH2:3][CH2:4][C:5]([O:7][CH:8]([CH2:19][CH2:20][CH2:21][CH2:22][CH2:23][CH2:24][CH2:25][C:26]([OH:28])=[O:27])[CH2:9][CH2:10][CH2:11][CH2:12][CH2:13][CH2:14][CH2:15][C:16]([OH:18])=[O:17])=[O:6]. The catalyst class is: 20. (10) Reactant: [C:1]1([CH2:7][CH2:8][CH2:9][CH2:10][CH2:11][CH2:12][C:13]([C:15]2[O:16][C:17]([C:20]3[CH:29]=[CH:28][C:23]([C:24]([O:26]C)=[O:25])=[CH:22][CH:21]=3)=[CH:18][N:19]=2)=[O:14])[CH:6]=[CH:5][CH:4]=[CH:3][CH:2]=1. Product: [C:1]1([CH2:7][CH2:8][CH2:9][CH2:10][CH2:11][CH2:12][C:13]([C:15]2[O:16][C:17]([C:20]3[CH:21]=[CH:22][C:23]([C:24]([OH:26])=[O:25])=[CH:28][CH:29]=3)=[CH:18][N:19]=2)=[O:14])[CH:2]=[CH:3][CH:4]=[CH:5][CH:6]=1. The catalyst class is: 25.